Dataset: Full USPTO retrosynthesis dataset with 1.9M reactions from patents (1976-2016). Task: Predict the reactants needed to synthesize the given product. (1) Given the product [C:24]([O:23][C@@H:13]1[C@@H:12]([CH2:27][O:28][C:29](=[O:31])[CH3:30])[O:11][C@H:10]2[C@H:15]([N:16]=[C:17]([N:2]3[CH2:5][CH2:4][CH2:3]3)[S:18]2)[C@H:14]1[O:19][C:20](=[O:22])[CH3:21])(=[O:26])[CH3:25], predict the reactants needed to synthesize it. The reactants are: Cl.[NH:2]1[CH2:5][CH2:4][CH2:3]1.C(O[CH:10]1[C@H:15]([N:16]=[C:17]=[S:18])[C@@H:14]([O:19][C:20](=[O:22])[CH3:21])[C@H:13]([O:23][C:24](=[O:26])[CH3:25])[C@@H:12]([CH2:27][O:28][C:29](=[O:31])[CH3:30])[O:11]1)(=O)C.C(N(CC)CC)C. (2) Given the product [NH2:16][C:12]1[CH:11]=[C:10]([N:2]([CH3:1])[C:3](=[O:9])[O:4][C:5]([CH3:6])([CH3:7])[CH3:8])[CH:15]=[CH:14][CH:13]=1, predict the reactants needed to synthesize it. The reactants are: [CH3:1][N:2]([C:10]1[CH:15]=[CH:14][CH:13]=[C:12]([N+:16]([O-])=O)[CH:11]=1)[C:3](=[O:9])[O:4][C:5]([CH3:8])([CH3:7])[CH3:6]. (3) Given the product [Br:1][C:2]1[CH:7]=[CH:6][N:5]=[C:4]([C:8]([NH:22][C:19]2[CH:20]=[CH:21][C:16]([CH:13]([CH3:14])[CH3:15])=[C:17]([CH3:23])[CH:18]=2)=[O:10])[CH:3]=1, predict the reactants needed to synthesize it. The reactants are: [Br:1][C:2]1[CH:7]=[CH:6][N:5]=[C:4]([C:8]([O:10]C)=O)[CH:3]=1.Cl.[CH:13]([C:16]1[CH:21]=[CH:20][C:19]([NH2:22])=[CH:18][C:17]=1[CH3:23])([CH3:15])[CH3:14].CN(C(ON1N=NC2C=CC=NC1=2)=[N+](C)C)C.F[P-](F)(F)(F)(F)F.CCN(C(C)C)C(C)C. (4) Given the product [ClH:1].[CH3:22][O:21][C:11]1[CH:12]=[C:13]2[C:8](=[CH:9][CH:10]=1)[C:7](=[O:23])[N:6]([CH3:24])[C:5]([CH2:4][CH2:3][N:2]1[CH2:37][CH2:36][CH2:35][CH2:34][CH2:33]1)=[C:14]2[C:15]1[CH:20]=[CH:19][CH:18]=[CH:17][CH:16]=1, predict the reactants needed to synthesize it. The reactants are: [ClH:1].[NH2:2][CH2:3][CH2:4][C:5]1[N:6]([CH3:24])[C:7](=[O:23])[C:8]2[C:13]([C:14]=1[C:15]1[CH:20]=[CH:19][CH:18]=[CH:17][CH:16]=1)=[CH:12][C:11]([O:21][CH3:22])=[CH:10][CH:9]=2.C(N(CC)CC)C.Br[CH2:33][CH2:34][CH2:35][CH2:36][CH2:37]Br. (5) Given the product [CH3:1][N:2]1[CH2:3][CH2:4][CH:5]([O:8][CH:9]([C:19]2[CH:24]=[CH:23][CH:22]=[C:21]([C:25]3[NH:26][N:27]=[CH:28][CH:29]=3)[CH:20]=2)[C:10]2[S:11][C:12]3[CH:18]=[CH:17][CH:16]=[CH:15][C:13]=3[N:14]=2)[CH2:6][CH2:7]1, predict the reactants needed to synthesize it. The reactants are: [CH3:1][N:2]1[CH2:7][CH2:6][CH:5]([O:8][CH:9]([C:19]2[CH:24]=[CH:23][CH:22]=[C:21]([C:25]3[N:26](COCC[Si](C)(C)C)[N:27]=[CH:28][CH:29]=3)[CH:20]=2)[C:10]2[S:11][C:12]3[CH:18]=[CH:17][CH:16]=[CH:15][C:13]=3[N:14]=2)[CH2:4][CH2:3]1.[OH-].[Na+]. (6) Given the product [C:32]1([C:16]([C:10]2[CH:15]=[CH:14][CH:13]=[CH:12][CH:11]=2)([C:26]2[CH:27]=[CH:28][CH:29]=[CH:30][CH:31]=2)[N:17]2[CH:21]=[N:20][C:19]([CH2:22][CH2:23][CH2:24][O:25][C:5]3[CH:15]=[C:10]([C:16]#[N:17])[CH:11]=[CH:3][N:4]=3)=[N:18]2)[CH:37]=[CH:36][CH:35]=[CH:34][CH:33]=1, predict the reactants needed to synthesize it. The reactants are: N1[CH:5]=[N:4][C:3](SCCO)=N1.[C:10]1([C:16]([C:32]2[CH:37]=[CH:36][CH:35]=[CH:34][CH:33]=2)([C:26]2[CH:31]=[CH:30][CH:29]=[CH:28][CH:27]=2)[N:17]2[CH:21]=[N:20][C:19]([CH2:22][CH2:23][CH2:24][OH:25])=[N:18]2)[CH:15]=[CH:14][CH:13]=[CH:12][CH:11]=1.